This data is from Catalyst prediction with 721,799 reactions and 888 catalyst types from USPTO. The task is: Predict which catalyst facilitates the given reaction. (1) The catalyst class is: 2. Reactant: F[P-](F)(F)(F)(F)F.N1(O[P+](N(C)C)(N(C)C)N(C)C)C2C=CC=CC=2N=N1.[NH2:28][C@H:29]1[CH2:34][CH2:33][C@H:32]([NH:35][C:36]2[CH:37]=[C:38]([N:55](CC3C=CC(OC)=CC=3)[C:56]3[CH:61]=[CH:60][CH:59]=[CH:58][N:57]=3)[C:39]3[N:40]([C:42]([C:45]([NH:47][C:48]4[CH:53]=[CH:52][N:51]=[C:50]([F:54])[CH:49]=4)=[O:46])=[CH:43][N:44]=3)[N:41]=2)[CH2:31][CH2:30]1.CCN(C(C)C)C(C)C.C(OC([NH:87][C@H:88]([CH3:92])[C:89](O)=[O:90])=O)(C)(C)C.C(O)(C(F)(F)F)=O. Product: [NH2:87][C@@H:88]([C:89]([NH:28][C@H:29]1[CH2:30][CH2:31][C@H:32]([NH:35][C:36]2[CH:37]=[C:38]([NH:55][C:56]3[CH:61]=[CH:60][CH:59]=[CH:58][N:57]=3)[C:39]3[N:40]([C:42]([C:45]([NH:47][C:48]4[CH:53]=[CH:52][N:51]=[C:50]([F:54])[CH:49]=4)=[O:46])=[CH:43][N:44]=3)[N:41]=2)[CH2:33][CH2:34]1)=[O:90])[CH3:92]. (2) Reactant: C([O-])(=O)C.[Na+].C(O[C:9](=[O:26])[C:10](=[N:16][NH:17][C:18](=[O:25])[CH2:19][C:20]([O:22][CH2:23][CH3:24])=[O:21])[CH2:11][C:12]([CH3:15])([CH3:14])[CH3:13])C.Cl. Product: [CH2:23]([O:22][C:20]([C:19]1[C:18](=[O:25])[NH:17][N:16]=[C:10]([CH2:11][C:12]([CH3:13])([CH3:14])[CH3:15])[C:9]=1[OH:26])=[O:21])[CH3:24]. The catalyst class is: 3. (3) Reactant: [CH3:1][C:2]([NH:36]C(=O)OC(C)(C)C)([CH3:35])[C:3](=[O:34])[NH:4][CH2:5][CH2:6][N:7]1[CH2:12][CH2:11][N:10]([CH2:13][CH2:14][CH2:15][N:16]2[C:29]3[CH:28]=[C:27]([C:30]([F:33])([F:32])[F:31])[CH:26]=[CH:25][C:24]=3[S:23][C:22]3[C:17]2=[CH:18][CH:19]=[CH:20][CH:21]=3)[CH2:9][CH2:8]1.C(O)(C(F)(F)F)=O. Product: [NH2:36][C:2]([CH3:35])([CH3:1])[C:3]([NH:4][CH2:5][CH2:6][N:7]1[CH2:12][CH2:11][N:10]([CH2:13][CH2:14][CH2:15][N:16]2[C:29]3[CH:28]=[C:27]([C:30]([F:31])([F:32])[F:33])[CH:26]=[CH:25][C:24]=3[S:23][C:22]3[C:17]2=[CH:18][CH:19]=[CH:20][CH:21]=3)[CH2:9][CH2:8]1)=[O:34]. The catalyst class is: 4.